This data is from Reaction yield outcomes from USPTO patents with 853,638 reactions. The task is: Predict the reaction yield, written as a fraction of the theoretical maximum amount of product (1.0 means a 100% yield; for example, 0.34 means a 34% yield). (1) The reactants are C(OC([N:8]([CH2:16][C:17]1[CH:24]=[CH:23][C:20]([C:21]#[N:22])=[CH:19][CH:18]=1)C(OC(C)(C)C)=O)=O)(C)(C)C. The catalyst is C(O)(C(F)(F)F)=O.ClCCl. The product is [NH2:22][CH2:21][C:20]1[CH:23]=[CH:24][C:17]([C:16]#[N:8])=[CH:18][CH:19]=1. The yield is 0.680. (2) The reactants are [F:1][C:2]1[CH:3]=[CH:4][C:5]2[O:10][CH2:9][C:8](=[O:11])[N:7]([CH2:12][CH2:13][N:14]3[CH2:19][CH2:18][CH:17]([NH:20]C(=O)OC(C)(C)C)[CH2:16][CH2:15]3)[C:6]=2[CH:28]=1.NC1CCN(CCN2C3C(=CC=C(C#N)C=3)C=CC2=O)CC1. No catalyst specified. The product is [NH2:20][CH:17]1[CH2:16][CH2:15][N:14]([CH2:13][CH2:12][N:7]2[C:6]3[CH:28]=[C:2]([F:1])[CH:3]=[CH:4][C:5]=3[O:10][CH2:9][C:8]2=[O:11])[CH2:19][CH2:18]1. The yield is 1.00. (3) The reactants are [C:1]1([C:7](=[O:15])[CH2:8][C:9]2[CH:14]=[CH:13][N:12]=[CH:11][CH:10]=2)[CH:6]=[CH:5][CH:4]=[CH:3][CH:2]=1.C([O-])(=O)C.[NH4+].C([BH3-])#[N:22].[Na+]. The catalyst is ClCCl. The product is [CH3:7][OH:15].[NH3:12].[C:1]1([CH:7]([NH2:22])[CH2:8][C:9]2[CH:14]=[CH:13][N:12]=[CH:11][CH:10]=2)[CH:6]=[CH:5][CH:4]=[CH:3][CH:2]=1. The yield is 0.100. (4) The reactants are C(OC([NH:8][NH:9][C:10](=[O:34])[CH2:11][CH2:12][CH2:13][CH2:14][CH2:15][NH:16][C:17]([O:19][CH2:20][CH:21]1[C:33]2[CH:32]=[CH:31][CH:30]=[CH:29][C:28]=2[C:27]2[C:22]1=[CH:23][CH:24]=[CH:25][CH:26]=2)=[O:18])=O)(C)(C)C.[F:35][C:36]([F:41])([F:40])[C:37]([OH:39])=[O:38].O. The catalyst is ClCCl.C(#N)C. The product is [F:35][C:36]([F:41])([F:40])[C:37]([OH:39])=[O:38].[NH2:8][NH:9][C:10](=[O:34])[CH2:11][CH2:12][CH2:13][CH2:14][CH2:15][NH:16][C:17]([O:19][CH2:20][CH:21]1[C:22]2[CH:23]=[CH:24][CH:25]=[CH:26][C:27]=2[C:28]2[C:33]1=[CH:32][CH:31]=[CH:30][CH:29]=2)=[O:18]. The yield is 0.740. (5) The reactants are [C:12]([O:11][C:9](O[C:9]([O:11][C:12]([CH3:15])([CH3:14])[CH3:13])=[O:10])=[O:10])([CH3:15])([CH3:14])[CH3:13].Cl.[Cl:17][CH2:18][CH2:19][C:20]([NH2:23])([CH3:22])[CH3:21].C(N(CC)CC)C. The catalyst is C(Cl)Cl. The product is [Cl:17][CH2:18][CH2:19][C:20]([NH:23][C:9](=[O:10])[O:11][C:12]([CH3:13])([CH3:14])[CH3:15])([CH3:22])[CH3:21]. The yield is 0.660. (6) The reactants are [Br:1][C:2]1[CH:3]=[C:4]([N+:9]([O-:11])=[O:10])[C:5](Cl)=[N:6][CH:7]=1.[NH:12]1[CH2:16][CH2:15][CH2:14][C@H:13]1[C:17]([O:19][CH2:20][CH3:21])=[O:18]. No catalyst specified. The product is [Br:1][C:2]1[CH:3]=[C:4]([N+:9]([O-:11])=[O:10])[C:5]([N:12]2[CH2:16][CH2:15][CH2:14][C@H:13]2[C:17]([O:19][CH2:20][CH3:21])=[O:18])=[N:6][CH:7]=1. The yield is 0.980. (7) The reactants are [F:1][C:2]1[CH:7]=[CH:6][C:5]([CH:8]2[C:13]([C:14]([O:16]C)=O)=[C:12]([CH2:18][NH:19][C:20]3[CH:21]=[C:22]4[C:26](=[CH:27][CH:28]=3)[NH:25][N:24]=[CH:23]4)[NH:11][C:10](=[O:29])[NH:9]2)=[CH:4][CH:3]=1.[OH-].[Na+].N=C=N. The catalyst is CO.O.CCOC(C)=O.CN(C=O)C. The product is [F:1][C:2]1[CH:7]=[CH:6][C:5]([CH:8]2[NH:9][C:10](=[O:29])[NH:11][CH:12]3[CH2:18][N:19]([C:20]4[CH:21]=[C:22]5[C:26](=[CH:27][CH:28]=4)[NH:25][N:24]=[CH:23]5)[C:14](=[O:16])[CH:13]23)=[CH:4][CH:3]=1. The yield is 0.110. (8) The reactants are [NH2:1][C:2]1[N:7]=[C:6]([Cl:8])[C:5]([CH:9]=O)=[C:4](Cl)[N:3]=1.[CH2:12]([C@@H:16]1[NH:21][CH2:20][CH2:19][N:18](C(OC(C)(C)C)=O)[CH2:17]1)[CH:13]([CH3:15])[CH3:14].CCN(C(C)C)C(C)C.C(N(CC)CC)C.[CH3:45][NH:46][NH2:47]. The catalyst is O1CCOCC1.C1COCC1. The product is [ClH:8].[ClH:8].[CH2:12]([C@H:16]1[CH2:17][NH:18][CH2:19][CH2:20][N:21]1[C:6]1[N:7]=[C:2]([NH2:1])[N:3]=[C:4]2[N:46]([CH3:45])[N:47]=[CH:9][C:5]=12)[CH:13]([CH3:14])[CH3:15]. The yield is 0.920. (9) The reactants are [NH2:1][C:2]1[C:3]([CH3:29])=[C:4]([C:8]2[C:20]3[C:19]4[C:14](=[CH:15][C:16]([O:21][CH2:22][CH2:23][O:24][CH3:25])=[CH:17][CH:18]=4)[NH:13][C:12]=3[C:11]([C:26]([NH2:28])=[O:27])=[N:10][CH:9]=2)[CH:5]=[CH:6][CH:7]=1.[F:30][C:31]1[CH:32]=[CH:33][C:34]([CH:40]=O)=[C:35]([CH:39]=1)[C:36]([OH:38])=[O:37].C(O[BH-](OC(=O)C)OC(=O)C)(=O)C.[Na+].C(O)(=O)C. The catalyst is ClC(Cl)C.O1CCCC1. The product is [C:26]([C:11]1[C:12]2[NH:13][C:14]3[C:19]([C:20]=2[C:8]([C:4]2[C:3]([CH3:29])=[C:2]([NH:1][CH2:40][C:34]4[CH:33]=[CH:32][C:31]([F:30])=[CH:39][C:35]=4[C:36]([OH:38])=[O:37])[CH:7]=[CH:6][CH:5]=2)=[CH:9][N:10]=1)=[CH:18][CH:17]=[C:16]([O:21][CH2:22][CH2:23][O:24][CH3:25])[CH:15]=3)(=[O:27])[NH2:28]. The yield is 0.313. (10) The catalyst is C(O)CC.O.CC[C@@H]1[C@@H]2C[C@H]([C@@H](OC3C4C(=CC=CC=4)C(O[C@@H](C4C=CN=C5C=4C=C(OC)C=C5)[C@@H]4N5C[C@H](CC)[C@@H](CC5)C4)=NN=3)C3C=CN=C4C=3C=C(OC)C=C4)N(CC2)C1. The reactants are [C:1](=[O:8])([O:3][C:4]([CH3:7])([CH3:6])[CH3:5])[NH2:2].[OH-].[Na+].Cl[O:12]C(C)(C)C.[Br:17][C:18]1[CH:19]=[C:20](/[CH:25]=[CH:26]/[C:27]2[CH:32]=[CH:31][CH:30]=[C:29]([F:33])[CH:28]=2)[C:21]([F:24])=[N:22][CH:23]=1. The yield is 0.520. The product is [Br:17][C:18]1[CH:19]=[C:20]([C@@H:25]([NH:2][C:1](=[O:8])[O:3][C:4]([CH3:7])([CH3:6])[CH3:5])[C@@H:26]([C:27]2[CH:32]=[CH:31][CH:30]=[C:29]([F:33])[CH:28]=2)[OH:12])[C:21]([F:24])=[N:22][CH:23]=1.